Task: Predict the product of the given reaction.. Dataset: Forward reaction prediction with 1.9M reactions from USPTO patents (1976-2016) The product is: [CH2:1]([N:8]1[CH2:13][CH:12]2[CH:14]([NH:15][C:16]3[CH:17]=[C:18]4[C:22](=[CH:23][CH:24]=3)[NH:21][N:20]=[CH:19]4)[CH:9]1[CH2:10][CH2:11]2)[C:2]1[CH:7]=[CH:6][CH:5]=[CH:4][CH:3]=1. Given the reactants [CH2:1]([N:8]1[CH2:13][CH:12]2[CH:14]([NH:15][C:16]3[CH:17]=[C:18]4[C:22](=[CH:23][CH:24]=3)[N:21](C(=O)C(C)(C)C)[N:20]=[CH:19]4)[CH:9]1[CH2:10][CH2:11]2)[C:2]1[CH:7]=[CH:6][CH:5]=[CH:4][CH:3]=1.C(=O)([O-])[O-].[K+].[K+], predict the reaction product.